Dataset: NCI-60 drug combinations with 297,098 pairs across 59 cell lines. Task: Regression. Given two drug SMILES strings and cell line genomic features, predict the synergy score measuring deviation from expected non-interaction effect. Drug 1: CC(C1=C(C=CC(=C1Cl)F)Cl)OC2=C(N=CC(=C2)C3=CN(N=C3)C4CCNCC4)N. Drug 2: CC1=C(C(=CC=C1)Cl)NC(=O)C2=CN=C(S2)NC3=CC(=NC(=N3)C)N4CCN(CC4)CCO. Cell line: A498. Synergy scores: CSS=11.5, Synergy_ZIP=-1.34, Synergy_Bliss=4.51, Synergy_Loewe=3.32, Synergy_HSA=4.84.